From a dataset of Peptide-MHC class II binding affinity with 134,281 pairs from IEDB. Regression. Given a peptide amino acid sequence and an MHC pseudo amino acid sequence, predict their binding affinity value. This is MHC class II binding data. (1) The peptide sequence is TMLLGMLMICSAA. The MHC is DRB1_0701 with pseudo-sequence DRB1_0701. The binding affinity (normalized) is 0.118. (2) The peptide sequence is EKDVTDITVKNCVLK. The MHC is HLA-DPA10103-DPB10201 with pseudo-sequence HLA-DPA10103-DPB10201. The binding affinity (normalized) is 0.0694. (3) The peptide sequence is RFDSDAASQR. The MHC is DRB1_0402 with pseudo-sequence DRB1_0402. The binding affinity (normalized) is 0.